This data is from Forward reaction prediction with 1.9M reactions from USPTO patents (1976-2016). The task is: Predict the product of the given reaction. (1) Given the reactants Cl[Sn]Cl.[N+:4]([C:7]1[CH:12]=[CH:11][C:10]([C:13]2[S:14][C:15]3[CH:21]=[C:20]([O:22][CH3:23])[CH:19]=[CH:18][C:16]=3[N:17]=2)=[CH:9][CH:8]=1)([O-])=O, predict the reaction product. The product is: [NH2:4][C:7]1[CH:8]=[CH:9][C:10]([C:13]2[S:14][C:15]3[CH:21]=[C:20]([O:22][CH3:23])[CH:19]=[CH:18][C:16]=3[N:17]=2)=[CH:11][CH:12]=1. (2) Given the reactants [S:1]1[CH:5]=[CH:4][CH:3]=[C:2]1[C:6]1[CH:11]=[CH:10][N:9]=[C:8]([SH:12])[N:7]=1.[F:13][C:14]([F:31])([F:30])[CH:15]1[CH2:17][N:16]1[S:18]([C:21]1[C:26]([CH3:27])=[CH:25][C:24]([CH3:28])=[CH:23][C:22]=1[CH3:29])(=[O:20])=[O:19], predict the reaction product. The product is: [CH3:29][C:22]1[CH:23]=[C:24]([CH3:28])[CH:25]=[C:26]([CH3:27])[C:21]=1[S:18]([NH:16][CH:15]([CH2:17][S:12][C:8]1[N:7]=[C:6]([C:2]2[S:1][CH:5]=[CH:4][CH:3]=2)[CH:11]=[CH:10][N:9]=1)[C:14]([F:31])([F:13])[F:30])(=[O:19])=[O:20]. (3) Given the reactants [CH3:1][O:2][C:3]1[CH:26]=[CH:25][C:6]([CH2:7][N:8]2[C:13]3[N:14]=[CH:15][C:16]([CH:18]4[CH2:20][O:19]4)=[CH:17][C:12]=3[C:11]3=[N:21][CH:22]=[N:23][N:10]3[C:9]2=[O:24])=[CH:5][CH:4]=1.[NH:27]1[CH2:32][CH2:31][O:30][CH2:29][CH2:28]1, predict the reaction product. The product is: [OH:19][CH:18]([C:16]1[CH:15]=[N:14][C:13]2[N:8]([CH2:7][C:6]3[CH:25]=[CH:26][C:3]([O:2][CH3:1])=[CH:4][CH:5]=3)[C:9](=[O:24])[N:10]3[N:23]=[CH:22][N:21]=[C:11]3[C:12]=2[CH:17]=1)[CH2:20][N:27]1[CH2:32][CH2:31][O:30][CH2:29][CH2:28]1. (4) Given the reactants [NH2:1][C:2]1[CH:7]=[CH:6][C:5]([CH:8]([C:18]2[CH:23]=[CH:22][C:21]([NH2:24])=[CH:20][CH:19]=2)[CH2:9][CH2:10][NH:11][C:12](=[O:17])[C:13]([F:16])([F:15])[F:14])=[CH:4][CH:3]=1.N1C=CC=CC=1.[C:31](Cl)(=[O:34])[O:32][CH3:33], predict the reaction product. The product is: [CH3:33][O:32][C:31]([NH:24][C:21]1[CH:20]=[CH:19][C:18]([CH:8]([C:5]2[CH:6]=[CH:7][C:2]([NH:1][C:31]([O:32][CH3:33])=[O:34])=[CH:3][CH:4]=2)[CH2:9][CH2:10][NH:11][C:12](=[O:17])[C:13]([F:14])([F:15])[F:16])=[CH:23][CH:22]=1)=[O:34]. (5) Given the reactants [NH:1]1[CH2:6][CH2:5][O:4][CH2:3][CH2:2]1.[Br:7][C:8]1[CH:9]=[C:10]([S:14](Cl)(=[O:16])=[O:15])[CH:11]=[CH:12][CH:13]=1, predict the reaction product. The product is: [Br:7][C:8]1[CH:9]=[C:10]([S:14]([N:1]2[CH2:6][CH2:5][O:4][CH2:3][CH2:2]2)(=[O:16])=[O:15])[CH:11]=[CH:12][CH:13]=1. (6) Given the reactants FC(F)(F)C(O)=O.[C:8]1([C:14]2[C:23]([NH2:24])=[CH:22][CH:21]=[C:20]3[C:15]=2[CH:16]=[CH:17][CH:18]=[N:19]3)[CH:13]=[CH:12][CH:11]=[CH:10][CH:9]=1.CCN(C(C)C)C(C)C.[F:34][C:35]([F:53])([F:52])[C:36]1[CH:37]=[C:38]([C:46]([CH3:51])([CH3:50])[C:47](Cl)=[O:48])[CH:39]=[C:40]([C:42]([F:45])([F:44])[F:43])[CH:41]=1, predict the reaction product. The product is: [F:34][C:35]([F:52])([F:53])[C:36]1[CH:37]=[C:38]([C:46]([CH3:50])([CH3:51])[C:47]([NH:24][C:23]2[C:14]([C:8]3[CH:9]=[CH:10][CH:11]=[CH:12][CH:13]=3)=[C:15]3[C:20](=[CH:21][CH:22]=2)[N:19]=[CH:18][CH:17]=[CH:16]3)=[O:48])[CH:39]=[C:40]([C:42]([F:43])([F:44])[F:45])[CH:41]=1.